From a dataset of Full USPTO retrosynthesis dataset with 1.9M reactions from patents (1976-2016). Predict the reactants needed to synthesize the given product. (1) The reactants are: Br[C:2]1[CH:3]=[C:4]2[C:9](=[CH:10][CH:11]=1)[C:8]([Cl:12])=[C:7]([OH:13])[CH:6]=[CH:5]2.[CH2:14]([C:19]1[CH:24]=[CH:23][C:22](B(O)O)=[CH:21][CH:20]=1)[CH2:15][CH2:16][CH2:17][CH3:18].C(=O)([O-])[O-].[Na+].[Na+]. Given the product [CH2:14]([C:19]1[CH:20]=[CH:21][C:22]([C:2]2[CH:3]=[C:4]3[C:9](=[CH:10][CH:11]=2)[C:8]([Cl:12])=[C:7]([OH:13])[CH:6]=[CH:5]3)=[CH:23][CH:24]=1)[CH2:15][CH2:16][CH2:17][CH3:18], predict the reactants needed to synthesize it. (2) Given the product [CH2:1]([C:8]1[CH:9]=[N:10][C:11]2[C:16]([C:17]=1[C:18]1[CH:25]=[C:22]([CH2:23][NH:30][C:31]3[C:36]([CH3:37])=[CH:35][C:34]([CH2:38][C:39]([OH:41])=[O:40])=[C:33]([CH3:42])[CH:32]=3)[CH:21]=[N:20][CH:19]=1)=[CH:15][CH:14]=[CH:13][C:12]=2[C:26]([F:29])([F:28])[F:27])[C:2]1[CH:7]=[CH:6][CH:5]=[CH:4][CH:3]=1, predict the reactants needed to synthesize it. The reactants are: [CH2:1]([C:8]1[CH:9]=[N:10][C:11]2[C:16]([C:17]=1[C:18]1[CH:19]=[N:20][CH:21]=[C:22]([CH:25]=1)[CH:23]=O)=[CH:15][CH:14]=[CH:13][C:12]=2[C:26]([F:29])([F:28])[F:27])[C:2]1[CH:7]=[CH:6][CH:5]=[CH:4][CH:3]=1.[NH2:30][C:31]1[C:36]([CH3:37])=[CH:35][C:34]([CH2:38][C:39]([OH:41])=[O:40])=[C:33]([CH3:42])[CH:32]=1. (3) Given the product [CH3:7][NH:8][C:9]1[N:14]=[C:13]([C:15]2[CH:20]=[CH:19][CH:18]=[CH:17][N:16]=2)[CH:12]=[C:11]([C:21]2[CH:22]=[N:23][CH:24]=[C:25]([C:27]3[CH:32]=[CH:31][CH:30]=[C:29]([O:33][CH2:35][CH2:36][N:37]4[CH2:41][CH2:40][CH2:39][CH2:38]4)[CH:28]=3)[CH:26]=2)[CH:10]=1, predict the reactants needed to synthesize it. The reactants are: C(=O)([O-])[O-].[K+].[K+].[CH3:7][NH:8][C:9]1[N:14]=[C:13]([C:15]2[CH:20]=[CH:19][CH:18]=[CH:17][N:16]=2)[CH:12]=[C:11]([C:21]2[CH:22]=[N:23][CH:24]=[C:25]([C:27]3[CH:28]=[C:29]([OH:33])[CH:30]=[CH:31][CH:32]=3)[CH:26]=2)[CH:10]=1.Cl[CH2:35][CH2:36][N:37]1[CH2:41][CH2:40][CH2:39][CH2:38]1. (4) Given the product [CH:1]([C:4]1[CH:9]=[CH:8][C:7]([C:14]2[C:15]([C:16]([O:18][CH2:19][CH3:20])=[O:17])=[CH:21][CH:22]=[CH:23][CH:24]=2)=[CH:6][CH:5]=1)([CH3:3])[CH3:2], predict the reactants needed to synthesize it. The reactants are: [CH:1]([C:4]1[CH:9]=[CH:8][C:7](B(O)O)=[CH:6][CH:5]=1)([CH3:3])[CH3:2].I[C:14]1[CH:24]=[CH:23][CH:22]=[CH:21][C:15]=1[C:16]([O:18][CH2:19][CH3:20])=[O:17].C(Cl)Cl.C([O-])([O-])=O.[Na+].[Na+]. (5) Given the product [CH3:21][S:22]([O:1][N:2]=[C:3]([C:12]#[N:13])[C:4]1[CH:9]=[CH:8][CH:7]=[C:6]([O:10][CH3:11])[CH:5]=1)(=[O:24])=[O:23], predict the reactants needed to synthesize it. The reactants are: [OH:1][N:2]=[C:3]([C:12]#[N:13])[C:4]1[CH:9]=[CH:8][CH:7]=[C:6]([O:10][CH3:11])[CH:5]=1.C(N(CC)CC)C.[CH3:21][S:22](Cl)(=[O:24])=[O:23]. (6) Given the product [CH2:1]([C:3]1[C:7]([C:8]([OH:19])=[O:22])=[C:6]([C:10]2[CH:15]=[CH:14][C:13]([CH3:16])=[CH:12][C:11]=2[F:17])[S:5][N:4]=1)[CH3:2], predict the reactants needed to synthesize it. The reactants are: [CH2:1]([C:3]1[C:7]([C:8]#N)=[C:6]([C:10]2[CH:15]=[CH:14][C:13]([CH3:16])=[CH:12][C:11]=2[F:17])[S:5][N:4]=1)[CH3:2].N([O-])=[O:19].[Na+].[OH2:22].